This data is from Catalyst prediction with 721,799 reactions and 888 catalyst types from USPTO. The task is: Predict which catalyst facilitates the given reaction. (1) Reactant: C([Li])CCC.CCCCCC.Br[C:13]1[CH:14]=[CH:15][CH:16]=[C:17]2[C:21]=1[NH:20][CH:19]=[CH:18]2.C1(P([N:36]=[N+]=[N-])(C2C=CC=CC=2)=O)C=CC=CC=1.[H-].COCCO[Al+]OCCOC.[Na+].[H-].C1(C)C=CC=CC=1.P([O-])([O-])([O-])=O. Product: [NH2:36][C:13]1[CH:14]=[CH:15][CH:16]=[C:17]2[C:21]=1[NH:20][CH:19]=[CH:18]2. The catalyst class is: 7. (2) Reactant: O[Li].O.C[O:5][C:6]([C:8]1[CH:9]=[C:10]([O:14][NH2:15])[CH:11]=[CH:12][CH:13]=1)=[O:7].C1COCC1.CO.O.Cl. Product: [C:6]([C:8]1[CH:9]=[C:10]([O:14][NH2:15])[CH:11]=[CH:12][CH:13]=1)([OH:7])=[O:5]. The catalyst class is: 6. (3) The catalyst class is: 10. Product: [OH:6][C:7]1[CH:8]=[C:9]([CH:19]=[C:20]([O:22][C@H:23]([CH2:26][OH:27])[CH2:24][CH3:25])[CH:21]=1)[C:10]([NH:12][C:13]1[CH:17]=[CH:16][N:15]([CH3:18])[N:14]=1)=[O:11]. Reactant: I[Si](C)(C)C.[OH:6][C:7]1[CH:8]=[C:9]([CH:19]=[C:20]([O:22][C@H:23]([CH2:26][O:27]C)[CH2:24][CH3:25])[CH:21]=1)[C:10]([NH:12][C:13]1[CH:17]=[CH:16][N:15]([CH3:18])[N:14]=1)=[O:11].C(=O)([O-])O.[Na+].S([O-])([O-])(=O)=S.[Na+].[Na+]. (4) Product: [CH3:1][O:2][C:3](=[O:20])[CH2:4][C:5]1[CH:6]=[C:7]([OH:12])[CH:8]=[C:9]([Cl:11])[CH:10]=1. The catalyst class is: 2. Reactant: [CH3:1][O:2][C:3](=[O:20])[CH2:4][C:5]1[CH:10]=[C:9]([Cl:11])[CH:8]=[C:7]([O:12]CC2C=CC=CC=2)[CH:6]=1.B(Br)(Br)Br. (5) Reactant: [NH2:1][C:2]1[C:3]([C:12]([NH:14][C@H:15]([C:23]([O:25][CH3:26])=[O:24])[C@@H:16]([CH3:22])[O:17][C:18]([CH3:21])([CH3:20])[CH3:19])=[O:13])=[CH:4][C:5]2[C:10]([CH:11]=1)=[CH:9][CH:8]=[CH:7][CH:6]=2.[N:27]([C:30]1[C:35]([CH3:36])=[CH:34][C:33]([CH3:37])=[CH:32][C:31]=1[CH3:38])=[C:28]=[O:29]. Product: [CH3:19][C:18]([O:17][C@H:16]([CH3:22])[C@@H:15]([C:23]([O:25][CH3:26])=[O:24])[NH:14][C:12]([C:3]1[C:2]([NH:1][C:28]([NH:27][C:30]2[C:31]([CH3:38])=[CH:32][C:33]([CH3:37])=[CH:34][C:35]=2[CH3:36])=[O:29])=[CH:11][C:10]2[C:5](=[CH:6][CH:7]=[CH:8][CH:9]=2)[CH:4]=1)=[O:13])([CH3:20])[CH3:21]. The catalyst class is: 17. (6) Reactant: C[O:2][C:3](=O)[CH:4]([NH:12][S:13]([C:16]1[CH:21]=[CH:20][C:19]([Cl:22])=[CH:18][CH:17]=1)(=[O:15])=[O:14])[CH2:5][C:6]1[CH:11]=[CH:10][CH:9]=[CH:8][CH:7]=1.[NH3:24]. Product: [Cl:22][C:19]1[CH:20]=[CH:21][C:16]([S:13]([NH:12][CH:4]([CH2:5][C:6]2[CH:11]=[CH:10][CH:9]=[CH:8][CH:7]=2)[C:3]([NH2:24])=[O:2])(=[O:15])=[O:14])=[CH:17][CH:18]=1. The catalyst class is: 5.